From a dataset of Reaction yield outcomes from USPTO patents with 853,638 reactions. Predict the reaction yield, written as a fraction of the theoretical maximum amount of product (1.0 means a 100% yield; for example, 0.34 means a 34% yield). (1) The reactants are Cl.[CH3:2][N:3]1[CH:7]=[C:6]([C:8]2[N:13]=[C:12]([C:14]3[CH:15]=[N:16][N:17]([C:19]4([CH2:25][C:26]#[N:27])[CH2:24][CH2:23][NH:22][CH2:21][CH2:20]4)[CH:18]=3)[N:11]3[CH:28]=[CH:29][N:30]=[C:10]3[CH:9]=2)[CH:5]=[N:4]1.[C:31](#N)[CH3:32].C(N(CC)CC)C.C(=O)C.[BH-](OC(C)=O)(OC(C)=O)OC(C)=O.[Na+]. The catalyst is C(=O)(O)[O-].CCOC(C)=O. The product is [CH2:31]([N:22]1[CH2:21][CH2:20][C:19]([CH2:25][C:26]#[N:27])([N:17]2[CH:18]=[C:14]([C:12]3[N:11]4[CH:28]=[CH:29][N:30]=[C:10]4[CH:9]=[C:8]([C:6]4[CH:5]=[N:4][N:3]([CH3:2])[CH:7]=4)[N:13]=3)[CH:15]=[N:16]2)[CH2:24][CH2:23]1)[CH3:32]. The yield is 0.260. (2) The reactants are C[O:2][C:3](=[O:37])[CH2:4][CH2:5][CH2:6][C:7](=[O:36])[NH:8][C:9]1[CH:14]=[CH:13][C:12]([C:15]([CH2:33][CH3:34])([C:18]2[CH:23]=[CH:22][C:21]([CH2:24][CH2:25][CH:26]([OH:31])[C:27]([CH3:30])([CH3:29])[CH3:28])=[C:20]([CH3:32])[CH:19]=2)[CH2:16][CH3:17])=[CH:11][C:10]=1[CH3:35].[OH-].[Na+].Cl.C(Cl)Cl. The catalyst is CO. The product is [CH2:16]([C:15]([C:12]1[CH:13]=[CH:14][C:9]([NH:8][C:7]([CH2:6][CH2:5][CH2:4][C:3]([OH:37])=[O:2])=[O:36])=[C:10]([CH3:35])[CH:11]=1)([C:18]1[CH:23]=[CH:22][C:21]([CH2:24][CH2:25][CH:26]([OH:31])[C:27]([CH3:29])([CH3:30])[CH3:28])=[C:20]([CH3:32])[CH:19]=1)[CH2:33][CH3:34])[CH3:17]. The yield is 0.670. (3) The reactants are Br[C:2]1[CH:3]=[C:4]([N:8]2[C:16]3[CH:15]=[C:14]([Cl:17])[N:13]=[C:12]([NH:18][CH3:19])[C:11]=3[C:10]([C:20]([O:22][CH3:23])=[O:21])=[N:9]2)[CH:5]=[CH:6][CH:7]=1.[C:24]([C@:26]1([OH:33])[CH2:30][CH2:29][N:28]([CH3:31])[C:27]1=[O:32])#[CH:25]. No catalyst specified. The product is [Cl:17][C:14]1[N:13]=[C:12]([NH:18][CH3:19])[C:11]2[C:10]([C:20]([O:22][CH3:23])=[O:21])=[N:9][N:8]([C:4]3[CH:5]=[CH:6][CH:7]=[C:2]([C:25]#[C:24][C@:26]4([OH:33])[CH2:30][CH2:29][N:28]([CH3:31])[C:27]4=[O:32])[CH:3]=3)[C:16]=2[CH:15]=1. The yield is 0.870. (4) The reactants are C([N:8]1[CH2:13][CH2:12][N:11]([C:14]2[CH:19]=[CH:18][C:17]([C:20]([F:23])([F:22])[F:21])=[CH:16][N:15]=2)[C@H:10]([CH3:24])[CH2:9]1)C1C=CC=CC=1. The catalyst is C(O)C.[Pd]. The product is [CH3:24][C@@H:10]1[CH2:9][NH:8][CH2:13][CH2:12][N:11]1[C:14]1[CH:19]=[CH:18][C:17]([C:20]([F:23])([F:21])[F:22])=[CH:16][N:15]=1. The yield is 0.990. (5) The reactants are [Cl:1][C:2]1[CH:3]=[CH:4][C:5]([C:8]#[N:9])=[N:6][CH:7]=1.Cl. The catalyst is C(O)C.[Pd]. The product is [Cl:1][C:2]1[CH:3]=[CH:4][C:5]([CH2:8][NH2:9])=[N:6][CH:7]=1. The yield is 0.510.